This data is from NCI-60 drug combinations with 297,098 pairs across 59 cell lines. The task is: Regression. Given two drug SMILES strings and cell line genomic features, predict the synergy score measuring deviation from expected non-interaction effect. (1) Synergy scores: CSS=63.5, Synergy_ZIP=-2.33, Synergy_Bliss=-2.21, Synergy_Loewe=-1.23, Synergy_HSA=0.195. Cell line: HS 578T. Drug 2: B(C(CC(C)C)NC(=O)C(CC1=CC=CC=C1)NC(=O)C2=NC=CN=C2)(O)O. Drug 1: CC1=C(C(=CC=C1)Cl)NC(=O)C2=CN=C(S2)NC3=CC(=NC(=N3)C)N4CCN(CC4)CCO. (2) Synergy scores: CSS=-2.97, Synergy_ZIP=-0.0842, Synergy_Bliss=-4.51, Synergy_Loewe=-2.02, Synergy_HSA=-5.36. Drug 2: CC(C)CN1C=NC2=C1C3=CC=CC=C3N=C2N. Drug 1: C(=O)(N)NO. Cell line: SF-295. (3) Drug 1: C1CC(CCC1OC2=C(C(=CC=C2)Cl)F)(CC3=NC(=CC=C3)NC4=NC=CS4)C(=O)O. Drug 2: C1CC(C1)(C2=CC=C(C=C2)C3=C(C=C4C(=N3)C=CN5C4=NNC5=O)C6=CC=CC=C6)N. Cell line: NCI-H460. Synergy scores: CSS=39.9, Synergy_ZIP=-1.60, Synergy_Bliss=-2.40, Synergy_Loewe=0.378, Synergy_HSA=1.88. (4) Drug 1: CC1C(C(=O)NC(C(=O)N2CCCC2C(=O)N(CC(=O)N(C(C(=O)O1)C(C)C)C)C)C(C)C)NC(=O)C3=C4C(=C(C=C3)C)OC5=C(C(=O)C(=C(C5=N4)C(=O)NC6C(OC(=O)C(N(C(=O)CN(C(=O)C7CCCN7C(=O)C(NC6=O)C(C)C)C)C)C(C)C)C)N)C. Drug 2: COCCOC1=C(C=C2C(=C1)C(=NC=N2)NC3=CC=CC(=C3)C#C)OCCOC.Cl. Cell line: HOP-92. Synergy scores: CSS=17.4, Synergy_ZIP=-2.81, Synergy_Bliss=2.36, Synergy_Loewe=-1.06, Synergy_HSA=5.01.